Dataset: Full USPTO retrosynthesis dataset with 1.9M reactions from patents (1976-2016). Task: Predict the reactants needed to synthesize the given product. (1) Given the product [C:13]([O:12][C:11](=[O:17])[N:10]([CH2:9][C:6]1[CH:5]=[C:4]([Br:3])[N:8]([S:41]([C:37]2[CH:36]=[N:35][CH:40]=[CH:39][CH:38]=2)(=[O:43])=[O:42])[CH:7]=1)[CH3:18])([CH3:14])([CH3:15])[CH3:16], predict the reactants needed to synthesize it. The reactants are: [H-].[Na+].[Br:3][C:4]1[NH:8][CH:7]=[C:6]([CH2:9][N:10]([CH3:18])[C:11](=[O:17])[O:12][C:13]([CH3:16])([CH3:15])[CH3:14])[CH:5]=1.C1OCCOCCOCCOCCOC1.Cl.[N:35]1[CH:40]=[CH:39][CH:38]=[C:37]([S:41](Cl)(=[O:43])=[O:42])[CH:36]=1. (2) Given the product [CH3:19][O:20][C:21]1[CH:28]=[CH:27][CH:26]=[CH:25][C:22]=1[CH2:23][NH:12][C:7]1[CH:6]=[C:5]([C:13]2[CH:18]=[CH:17][CH:16]=[CH:15][CH:14]=2)[C:4]2[C:9](=[CH:10][CH:11]=[C:2]([NH:34][CH2:33][C:32]3[CH:35]=[CH:36][CH:37]=[CH:38][C:31]=3[O:30][CH3:29])[CH:3]=2)[N:8]=1, predict the reactants needed to synthesize it. The reactants are: Cl[C:2]1[CH:3]=[C:4]2[C:9](=[CH:10][CH:11]=1)[N:8]=[C:7]([NH2:12])[CH:6]=[C:5]2[C:13]1[CH:18]=[CH:17][CH:16]=[CH:15][CH:14]=1.[CH3:19][O:20][C:21]1[CH:28]=[CH:27][CH:26]=[CH:25][C:22]=1[CH:23]=O.[CH3:29][O:30][C:31]1[CH:38]=[CH:37][CH:36]=[CH:35][C:32]=1[CH2:33][NH2:34].